This data is from Forward reaction prediction with 1.9M reactions from USPTO patents (1976-2016). The task is: Predict the product of the given reaction. (1) Given the reactants C(OC(=O)[NH:7][CH:8]1[CH2:13][CH2:12][CH:11]([CH2:14][NH:15][C:16]2[C:21]([N+:22]([O-:24])=[O:23])=[CH:20][N:19]=[C:18]([NH:25][CH2:26][C:27]3[CH:36]=[CH:35][CH:34]=[C:33]4[C:28]=3[CH:29]=[CH:30][CH:31]=[N:32]4)[N:17]=2)[CH2:10][CH2:9]1)(C)(C)C.C(O)(C(F)(F)F)=O.C([O-])([O-])=O.[Na+].[Na+], predict the reaction product. The product is: [NH2:7][C@H:8]1[CH2:13][CH2:12][C@H:11]([CH2:14][NH:15][C:16]2[C:21]([N+:22]([O-:24])=[O:23])=[CH:20][N:19]=[C:18]([NH:25][CH2:26][C:27]3[CH:36]=[CH:35][CH:34]=[C:33]4[C:28]=3[CH:29]=[CH:30][CH:31]=[N:32]4)[N:17]=2)[CH2:10][CH2:9]1. (2) Given the reactants [C:1](/[N:3]=[C:4](\SC)/[NH:5][C:6]1[CH:11]=[CH:10][C:9]([C:12]2[CH:17]=[CH:16][CH:15]=[CH:14][C:13]=2[Cl:18])=[C:8]([Cl:19])[CH:7]=1)#[N:2].[NH2:22][NH2:23], predict the reaction product. The product is: [Cl:19][C:8]1[CH:7]=[C:6]([NH:5][C:4]2[N:3]=[C:1]([NH2:2])[NH:23][N:22]=2)[CH:11]=[CH:10][C:9]=1[C:12]1[CH:17]=[CH:16][CH:15]=[CH:14][C:13]=1[Cl:18]. (3) The product is: [Br:15][C:16]1[S:20][C:19]([S:21]([C:14]2[C:3]([O:2][CH3:1])=[CH:4][C:5]3[CH2:11][CH2:10][N:9]([CH3:12])[CH2:8][CH2:7][C:6]=3[CH:13]=2)(=[O:23])=[O:22])=[CH:18][CH:17]=1. Given the reactants [CH3:1][O:2][C:3]1[CH:14]=[CH:13][C:6]2[CH2:7][CH2:8][N:9]([CH3:12])[CH2:10][CH2:11][C:5]=2[CH:4]=1.[Br:15][C:16]1[S:20][C:19]([S:21](Cl)(=[O:23])=[O:22])=[CH:18][CH:17]=1.[Cl-].[In+3].[Cl-].[Cl-].[OH-].[Na+], predict the reaction product. (4) Given the reactants [ClH:1].C(OCC)(=O)C.[Cl:8][C:9]1[N:10]=[C:11]([C:16]([NH:18][C@H:19]2[CH2:24][CH2:23][N:22]([C:25]3[S:26][C:27]([C:31]([NH:33][CH:34]4[CH2:39][CH2:38][N:37](C(OC(C)(C)C)=O)[CH2:36][CH2:35]4)=[O:32])=[C:28]([CH3:30])[N:29]=3)[CH2:21][C@H:20]2[O:47][CH3:48])=[O:17])[NH:12][C:13]=1[CH2:14][CH3:15], predict the reaction product. The product is: [ClH:8].[ClH:1].[Cl:8][C:9]1[N:10]=[C:11]([C:16]([NH:18][C@H:19]2[CH2:24][CH2:23][N:22]([C:25]3[S:26][C:27]([C:31]([NH:33][CH:34]4[CH2:35][CH2:36][NH:37][CH2:38][CH2:39]4)=[O:32])=[C:28]([CH3:30])[N:29]=3)[CH2:21][C@H:20]2[O:47][CH3:48])=[O:17])[NH:12][C:13]=1[CH2:14][CH3:15]. (5) Given the reactants C(O)=O.[Cl:4][C:5]1[C:6]([C:17]2[N:21]([CH3:22])[C:20]3[CH:23]=[CH:24][CH:25]=[CH:26][C:19]=3[N:18]=2)=[N:7][C:8]([N:11]2[CH2:16][CH2:15][NH:14][CH2:13][CH2:12]2)=[CH:9][CH:10]=1.CCN(C(C)C)C(C)C.[C:36](Cl)(=[O:38])[CH3:37], predict the reaction product. The product is: [C:36]([N:14]1[CH2:13][CH2:12][N:11]([C:8]2[N:7]=[C:6]([C:17]3[N:21]([CH3:22])[C:20]4[CH:23]=[CH:24][CH:25]=[CH:26][C:19]=4[N:18]=3)[C:5]([Cl:4])=[CH:10][CH:9]=2)[CH2:16][CH2:15]1)(=[O:38])[CH3:37]. (6) Given the reactants [C:1]([C@@H:4]([NH:12][C:13](=[O:22])[O:14]CC1C=CN=CC=1)[CH2:5][C:6]1[CH:11]=[CH:10][CH:9]=[CH:8][CH:7]=1)([OH:3])=O.CC[N:25]([CH:29]([CH3:31])C)[CH:26]([CH3:28])C.CN(C(ON1N=N[C:42]2C=CC=C[C:41]1=2)=[N+](C)C)C.[B-](F)(F)(F)F.[CH2:54]([NH2:59])[CH2:55][CH:56]([CH3:58])[CH3:57].[ClH:60].CCOCC, predict the reaction product. The product is: [ClH:60].[N:25]1[CH:26]=[CH:28][C:41]([CH2:42][N:12]([C@@H:4]([CH2:5][C:6]2[CH:7]=[CH:8][CH:9]=[CH:10][CH:11]=2)[C:1]([NH:59][CH2:54][CH2:55][CH:56]([CH3:58])[CH3:57])=[O:3])[C:13](=[O:22])[OH:14])=[CH:31][CH:29]=1. (7) Given the reactants Br[CH2:2][CH:3](OCC)OCC.[CH3:10][C:11]1[C:15]2[CH:16]=[CH:17][C:18]([C:20]3[NH:21][C:22]4[N:23]([N:27]=[CH:28][C:29]=4[C:30]([NH2:32])=[O:31])[C:24](=[O:26])[CH:25]=3)=[CH:19][C:14]=2[O:13][N:12]=1, predict the reaction product. The product is: [CH3:10][C:11]1[C:15]2[CH:16]=[CH:17][C:18]([C:20]3[NH:21][C:22]4[N:23]([N:27]=[CH:28][C:29]=4[C:30]4[O:31][CH:2]=[CH:3][N:32]=4)[C:24](=[O:26])[CH:25]=3)=[CH:19][C:14]=2[O:13][N:12]=1.